Dataset: Catalyst prediction with 721,799 reactions and 888 catalyst types from USPTO. Task: Predict which catalyst facilitates the given reaction. Reactant: [H-].[Na+].[N:3]1[CH:8]=[CH:7][CH:6]=[CH:5][C:4]=1[NH2:9].[NH:10]1[CH:14]=[CH:13][C:12]([C:15](Cl)=[O:16])=[N:11]1.O. Product: [N:3]1[CH:8]=[CH:7][CH:6]=[CH:5][C:4]=1[NH:9][C:15]([C:12]1[CH:13]=[CH:14][NH:10][N:11]=1)=[O:16]. The catalyst class is: 1.